From a dataset of Full USPTO retrosynthesis dataset with 1.9M reactions from patents (1976-2016). Predict the reactants needed to synthesize the given product. (1) Given the product [NH2:1][C:4]1[C:5]([O:18][CH3:19])=[C:6]([C:10]2[CH:11]=[C:12]([C:15]([OH:17])=[O:16])[NH:13][CH:14]=2)[CH:7]=[CH:8][CH:9]=1, predict the reactants needed to synthesize it. The reactants are: [N+:1]([C:4]1[C:5]([O:18][CH3:19])=[C:6]([C:10]2[CH:11]=[C:12]([C:15]([OH:17])=[O:16])[NH:13][CH:14]=2)[CH:7]=[CH:8][CH:9]=1)([O-])=O.C([O-])=O.[NH4+]. (2) Given the product [Cl:1][C:2]1[N:7]=[CH:6][C:5]([CH2:8][N:9]2[C:19]([CH3:21])=[CH:18][C:17](=[O:22])[N:11]3[N:12]=[C:13]([S:15][CH3:16])[N:14]=[C:10]23)=[CH:4][CH:3]=1, predict the reactants needed to synthesize it. The reactants are: [Cl:1][C:2]1[N:7]=[CH:6][C:5]([CH2:8][NH:9][C:10]2[N:14]=[C:13]([S:15][CH3:16])[NH:12][N:11]=2)=[CH:4][CH:3]=1.[C:17](OCC)(=[O:22])[CH2:18][C:19]([CH3:21])=O.CCCCCC.C(OCC)(=O)C. (3) Given the product [BrH:16].[OH:3][C:4]1[CH:5]=[C:6]2[C:11](=[CH:12][C:13]=1[OH:14])[CH2:10][NH:9][CH2:8][CH2:7]2, predict the reactants needed to synthesize it. The reactants are: Cl.C[O:3][C:4]1[CH:5]=[C:6]2[C:11](=[CH:12][C:13]=1[O:14]C)[CH2:10][NH:9][CH2:8][CH2:7]2.[BrH:16].